Dataset: Catalyst prediction with 721,799 reactions and 888 catalyst types from USPTO. Task: Predict which catalyst facilitates the given reaction. (1) Reactant: [CH:1]([C:4]1[N:9]=[C:8]([C:10](=[N:12][OH:13])[NH2:11])[CH:7]=[C:6]([C:14]2[CH:19]=[CH:18][CH:17]=[CH:16][CH:15]=2)[N:5]=1)([CH3:3])[CH3:2].[C:20](N1C=CN=C1)(N1C=CN=C1)=[O:21].N12CCCN=C1CCCCC2.Cl. Product: [CH:1]([C:4]1[N:9]=[C:8]([C:10]2[NH:12][O:13][C:20](=[O:21])[N:11]=2)[CH:7]=[C:6]([C:14]2[CH:19]=[CH:18][CH:17]=[CH:16][CH:15]=2)[N:5]=1)([CH3:3])[CH3:2]. The catalyst class is: 132. (2) Reactant: [OH-].[K+:2].[OH:3][C:4]1[CH:9]=[CH:8][C:7]([CH:10]([C:20]2[CH:25]=[CH:24][C:23]([OH:26])=[CH:22][CH:21]=2)[C:11]2[CH:19]=[CH:18][CH:17]=[CH:16][C:12]=2[C:13]([OH:15])=[O:14])=[CH:6][CH:5]=1. Product: [OH:3][C:4]1[CH:9]=[CH:8][C:7]([CH:10]([C:20]2[CH:21]=[CH:22][C:23]([OH:26])=[CH:24][CH:25]=2)[C:11]2[CH:19]=[CH:18][CH:17]=[CH:16][C:12]=2[C:13]([O-:15])=[O:14])=[CH:6][CH:5]=1.[K+:2]. The catalyst class is: 8. (3) Reactant: [NH:1]1[CH:5]=[CH:4][CH:3]=[N:2]1.[O-]CC.[Na+].[CH2:10]([O:12][C:13](=[O:16])[CH2:14]Br)[CH3:11]. Product: [CH2:10]([O:12][C:13](=[O:16])[CH2:14][N:1]1[CH:5]=[CH:4][CH:3]=[N:2]1)[CH3:11]. The catalyst class is: 8. (4) The catalyst class is: 99. Product: [CH2:1]([C:8]1[S:12][C:11]2[CH:13]=[CH:14][CH:15]=[CH:16][C:10]=2[C:9]=1[CH2:17][CH2:18][C:19]1[CH:24]=[CH:23][C:22]([O:25][CH3:26])=[CH:21][CH:20]=1)[C:2]1[CH:3]=[CH:4][CH:5]=[CH:6][CH:7]=1. Reactant: [CH2:1]([C:8]1[S:12][C:11]2[CH:13]=[CH:14][CH:15]=[CH:16][C:10]=2[C:9]=1/[CH:17]=[CH:18]/[C:19]1[CH:24]=[CH:23][C:22]([O:25][CH3:26])=[CH:21][CH:20]=1)[C:2]1[CH:7]=[CH:6][CH:5]=[CH:4][CH:3]=1. (5) Reactant: [S:1]1[C:5]2[CH:6]=[CH:7][CH:8]=[CH:9][C:4]=2[N:3]=[C:2]1[C:10]1[CH:15]=[C:14](Br)[CH:13]=[CH:12][C:11]=1[OH:17].[Li]CCCC.[C:23]1([Si:29](Cl)([C:36]2[CH:41]=[CH:40][CH:39]=[CH:38][CH:37]=2)[C:30]2[CH:35]=[CH:34][CH:33]=[CH:32][CH:31]=2)[CH:28]=[CH:27][CH:26]=[CH:25][CH:24]=1. Product: [S:1]1[C:5]2[CH:6]=[CH:7][CH:8]=[CH:9][C:4]=2[N:3]=[C:2]1[C:10]1[CH:15]=[C:14]([Si:29]([C:30]2[CH:31]=[CH:32][CH:33]=[CH:34][CH:35]=2)([C:36]2[CH:41]=[CH:40][CH:39]=[CH:38][CH:37]=2)[C:23]2[CH:24]=[CH:25][CH:26]=[CH:27][CH:28]=2)[CH:13]=[CH:12][C:11]=1[OH:17]. The catalyst class is: 1. (6) Reactant: [Cl:1][CH2:2][C:3](=[O:12])[CH2:4][C:5]([O:7][C:8]([CH3:11])([CH3:10])[CH3:9])=[O:6]. Product: [Cl:1][CH2:2][CH:3]([OH:12])[CH2:4][C:5]([O:7][C:8]([CH3:10])([CH3:9])[CH3:11])=[O:6]. The catalyst class is: 8.